Dataset: Reaction yield outcomes from USPTO patents with 853,638 reactions. Task: Predict the reaction yield, written as a fraction of the theoretical maximum amount of product (1.0 means a 100% yield; for example, 0.34 means a 34% yield). (1) The reactants are C1(=O)C=C[C:4](=[O:7])C=C1.CS(O)(=O)=O.[CH:14]1[CH2:19][CH2:18][CH:17]=[CH:16][CH:15]=1.[CH3:20][OH:21]. The catalyst is C([O-])(=O)C.[Pd+2].C([O-])(=O)C. The product is [CH3:4][O:7][C@@H:15]1[CH2:14][CH2:19][C@H:18]([O:21][CH3:20])[CH:17]=[CH:16]1. The yield is 0.610. (2) The catalyst is CN(C=O)C. The product is [F:55][C@H:56]1[CH2:60][CH2:59][N:58]([C:49]([C:48]2[CH:52]=[CH:53][C:45]([C:43]3[NH:42][C:38]4=[N:39][CH:40]=[CH:41][C:36]([C:33]5[CH:32]=[CH:31][C:30]([O:29][CH3:28])=[CH:35][CH:34]=5)=[C:37]4[N:44]=3)=[CH:46][CH:47]=2)=[O:51])[CH2:57]1. The yield is 0.160. The reactants are C(N(CC)CC)C.[B-](F)(F)(F)F.CN(C(ON1C(=O)CCC1=O)=[N+](C)C)C.[CH3:28][O:29][C:30]1[CH:35]=[CH:34][C:33]([C:36]2[CH:41]=[CH:40][N:39]=[C:38]3[NH:42][C:43]([C:45]4[CH:53]=[CH:52][C:48]([C:49]([OH:51])=O)=[CH:47][CH:46]=4)=[N:44][C:37]=23)=[CH:32][CH:31]=1.Cl.[F:55][C@H:56]1[CH2:60][CH2:59][NH:58][CH2:57]1.